This data is from Forward reaction prediction with 1.9M reactions from USPTO patents (1976-2016). The task is: Predict the product of the given reaction. The product is: [N:12]1[C:11]2[CH:10]=[CH:9][CH:8]=[C:3]([C:4]([O:6][CH3:7])=[O:5])[C:2]=2[NH:1][CH:13]=1. Given the reactants [NH2:1][C:2]1[C:11]([NH2:12])=[CH:10][CH:9]=[CH:8][C:3]=1[C:4]([O:6][CH3:7])=[O:5].[CH:13](O)=O, predict the reaction product.